From a dataset of Forward reaction prediction with 1.9M reactions from USPTO patents (1976-2016). Predict the product of the given reaction. (1) Given the reactants [Cl:1][C:2]1[N:7]=[CH:6][C:5]([NH2:8])=[C:4]([CH:9]([NH:16][CH3:17])[C:10]2[CH:15]=[CH:14][CH:13]=[CH:12][CH:11]=2)[CH:3]=1.[C:18](N1C=CN=C1)(N1C=CN=C1)=O.[OH2:30], predict the reaction product. The product is: [Cl:1][C:2]1[N:7]=[CH:6][C:5]2[NH:8][C:17](=[O:30])[N:16]([CH3:18])[CH:9]([C:10]3[CH:15]=[CH:14][CH:13]=[CH:12][CH:11]=3)[C:4]=2[CH:3]=1. (2) Given the reactants [F:1][C:2]1[CH:7]=[C:6]([O:8][CH3:9])[CH:5]=[C:4]([O:10][CH3:11])[C:3]=1[C:12]1(O)[CH2:17][CH2:16][CH2:15][CH2:14][CH2:13]1.CCOC(C)=O, predict the reaction product. The product is: [CH:12]1([C:3]2[C:4]([O:10][CH3:11])=[CH:5][C:6]([O:8][CH3:9])=[CH:7][C:2]=2[F:1])[CH2:13][CH2:14][CH2:15][CH2:16][CH2:17]1. (3) Given the reactants [Cl-].[Al+3].[Cl-].[Cl-].[CH:5]1[C:10]2[C:11]([O:13][C:14](=[O:15])[C:9]=2[CH:8]=[C:7]2[C:16]([O:18][C:19](=[O:20])[C:6]=12)=[O:17])=[O:12].[CH2:21]([CH:23]([CH2:31][CH2:32][CH2:33][CH3:34])[CH2:24][C:25]1[CH:30]=[CH:29][CH:28]=[CH:27][CH:26]=1)[CH3:22].C(N(CC)[CH:39]([CH3:41])[CH3:40])(C)C.Cl, predict the reaction product. The product is: [CH2:21]([CH:23]([CH2:31][CH2:32][CH2:33][CH3:34])[CH2:24][C:25]1[CH:26]=[CH:27][C:28]([C:19]([C:6]2[CH:5]=[C:10]([C:11]([OH:13])=[O:12])[C:9]([C:14](=[O:15])[C:28]3[CH:27]=[CH:26][C:25]([CH2:24][CH:41]([CH2:39][CH3:40])[CH2:31][CH2:23][CH2:21][CH3:22])=[CH:30][CH:29]=3)=[CH:8][C:7]=2[C:16]([OH:18])=[O:17])=[O:20])=[CH:29][CH:30]=1)[CH3:22]. (4) The product is: [CH3:16][Si:17]([CH3:19])([CH3:18])[O:3][C:1]([O:4][CH:5]([CH3:7])[CH3:6])=[CH2:2]. Given the reactants [C:1]([O:4][CH:5]([CH3:7])[CH3:6])(=[O:3])[CH3:2].[Li+].CC([N-]C(C)C)C.[CH3:16][Si:17](Cl)([CH3:19])[CH3:18], predict the reaction product. (5) The product is: [CH3:25][C:6]1[N:1]=[C:2]([CH2:7][O:8][C:9]2[CH:18]=[C:17]([C:19]3[CH:20]=[N:21][CH:22]=[N:23][CH:24]=3)[C:16]3[CH2:15][CH2:14][CH2:13][CH2:12][C:11]=3[N:10]=2)[CH:3]=[CH:4][CH:5]=1. Given the reactants [N:1]1[CH:6]=[CH:5][CH:4]=[CH:3][C:2]=1[CH2:7][O:8][C:9]1[CH:18]=[C:17]([C:19]2[CH:20]=[N:21][CH:22]=[N:23][CH:24]=2)[C:16]2[CH2:15][CH2:14][CH2:13][CH2:12][C:11]=2[N:10]=1.[CH2:25]1COCC1.Cl.O, predict the reaction product.